From a dataset of Catalyst prediction with 721,799 reactions and 888 catalyst types from USPTO. Predict which catalyst facilitates the given reaction. (1) Reactant: C(=O)([O-])[O-].[Cs+].[Cs+].[I:7][C:8]1[CH:9]=[N:10][NH:11][CH:12]=1.Br[CH2:14][CH2:15][O:16][CH:17]1[CH2:22][CH2:21][CH2:20][CH2:19][O:18]1. Product: [I:7][C:8]1[CH:9]=[N:10][N:11]([CH2:14][CH2:15][O:16][CH:17]2[CH2:22][CH2:21][CH2:20][CH2:19][O:18]2)[CH:12]=1. The catalyst class is: 18. (2) Reactant: C1(S)C=CC=CC=1.[N:8]1[CH:9]=[C:10]([C:17]2[CH:22]=[CH:21][C:20]([C:23]3[N:28]=[N:27][C:26]([N:29]([CH3:40])[CH:30]4[CH2:35][C:34]([CH3:37])([CH3:36])[NH:33][C:32]([CH3:39])([CH3:38])[CH2:31]4)=[CH:25][CH:24]=3)=[C:19]([O:41]C)[CH:18]=2)[N:11]2[CH:16]=[CH:15][N:14]=[CH:13][C:12]=12.C([O-])([O-])=O.[K+].[K+]. Product: [N:8]1[CH:9]=[C:10]([C:17]2[CH:22]=[CH:21][C:20]([C:23]3[N:28]=[N:27][C:26]([N:29]([CH3:40])[CH:30]4[CH2:35][C:34]([CH3:36])([CH3:37])[NH:33][C:32]([CH3:39])([CH3:38])[CH2:31]4)=[CH:25][CH:24]=3)=[C:19]([OH:41])[CH:18]=2)[N:11]2[CH:16]=[CH:15][N:14]=[CH:13][C:12]=12. The catalyst class is: 37. (3) Reactant: [Cl:1][C:2]1[CH:23]=[CH:22][C:5]([CH2:6][N:7]2[C:16]3[C:11](=[CH:12][C:13]([O:17][CH3:18])=[CH:14][CH:15]=3)[C:10](=[O:19])[C:9]([C:20]#[N:21])=[CH:8]2)=[CH:4][CH:3]=1.[OH-:24].[Na+]. Product: [CH2:10]([C:9]1[O:24][C:20]([C:9]2[C:10](=[O:19])[C:11]3[C:16](=[CH:15][CH:14]=[C:13]([O:17][CH3:18])[CH:12]=3)[N:7]([CH2:6][C:5]3[CH:4]=[CH:3][C:2]([Cl:1])=[CH:23][CH:22]=3)[CH:8]=2)=[N:21][CH:8]=1)[C:11]1[CH:16]=[CH:15][CH:14]=[CH:13][CH:12]=1. The catalyst class is: 2.